Dataset: NCI-60 drug combinations with 297,098 pairs across 59 cell lines. Task: Regression. Given two drug SMILES strings and cell line genomic features, predict the synergy score measuring deviation from expected non-interaction effect. (1) Drug 1: CC(C)(C#N)C1=CC(=CC(=C1)CN2C=NC=N2)C(C)(C)C#N. Drug 2: CC1CCCC2(C(O2)CC(NC(=O)CC(C(C(=O)C(C1O)C)(C)C)O)C(=CC3=CSC(=N3)C)C)C. Cell line: MDA-MB-231. Synergy scores: CSS=31.9, Synergy_ZIP=4.27, Synergy_Bliss=3.85, Synergy_Loewe=-10.2, Synergy_HSA=0.586. (2) Drug 1: CN(C(=O)NC(C=O)C(C(C(CO)O)O)O)N=O. Drug 2: CC12CCC3C(C1CCC2OP(=O)(O)O)CCC4=C3C=CC(=C4)OC(=O)N(CCCl)CCCl.[Na+]. Cell line: A498. Synergy scores: CSS=-26.5, Synergy_ZIP=22.3, Synergy_Bliss=20.9, Synergy_Loewe=-31.0, Synergy_HSA=-27.5.